Dataset: Forward reaction prediction with 1.9M reactions from USPTO patents (1976-2016). Task: Predict the product of the given reaction. (1) The product is: [C:1]([C:5]1[CH:13]=[CH:12][C:11]([Cl:14])=[CH:7][C:6]=1[O:15][C:28](=[O:32])[C:29]([Cl:31])=[O:30])([CH3:2])([CH3:3])[CH3:4]. Given the reactants [C:1]([C:5]1[C:6]([OH:15])=[C:7]([C:11]([Cl:14])=[CH:12][CH:13]=1)C(O)=O)([CH3:4])([CH3:3])[CH3:2].C(C1C=CC(Cl)=CC=1O)(C)(C)C.[C:28](Cl)(=[O:32])[C:29]([Cl:31])=[O:30], predict the reaction product. (2) Given the reactants [N:1]([C:4]1(Cl)[CH:9]=[CH:8][CH:7]=[CH:6][CH2:5]1)=[C:2]=[S:3].[ClH:11].[CH:12]([NH2:14])=[NH:13].[OH-].[Na+], predict the reaction product. The product is: [NH2:13][CH:12]=[N:14][C:2]([NH:1][C:4]1[CH:9]=[CH:8][C:7]([Cl:11])=[CH:6][CH:5]=1)=[S:3].